Dataset: Forward reaction prediction with 1.9M reactions from USPTO patents (1976-2016). Task: Predict the product of the given reaction. (1) Given the reactants [NH2:1][C:2]1[CH:10]=[C:9]([O:11][CH3:12])[CH:8]=[C:7]([O:13][CH3:14])[C:3]=1[C:4]([NH2:6])=[O:5].[NH:15]1[C:19]([CH2:20][C:21]2[CH:28]=[CH:27][C:24]([CH:25]=O)=[CH:23][CH:22]=2)=[N:18][N:17]=[N:16]1.S([O-])(O)=O.[Na+].C1(C)C=CC(S(O)(=O)=O)=CC=1, predict the reaction product. The product is: [NH:18]1[C:19]([CH2:20][C:21]2[CH:28]=[CH:27][C:24]([C:25]3[NH:6][C:4](=[O:5])[C:3]4[C:2](=[CH:10][C:9]([O:11][CH3:12])=[CH:8][C:7]=4[O:13][CH3:14])[N:1]=3)=[CH:23][CH:22]=2)=[N:15][N:16]=[N:17]1. (2) Given the reactants [H-].[Na+].[NH:3]1[CH:7]=[CH:6][N:5]=[C:4]1[CH:8]=[O:9].[CH3:10][Si:11]([CH3:18])([CH3:17])[CH2:12][CH2:13][O:14][CH2:15]Cl, predict the reaction product. The product is: [CH3:10][Si:11]([CH3:18])([CH3:17])[CH2:12][CH2:13][O:14][CH2:15][N:3]1[CH:7]=[CH:6][N:5]=[C:4]1[CH:8]=[O:9]. (3) Given the reactants [C:1]([C:3]1[CH:8]=[CH:7][C:6]([CH:9]2[N:14]([CH2:15][C:16]([O:18][C:19]([CH3:22])([CH3:21])[CH3:20])=[O:17])[C:13](=[O:23])[N:12]([C:24]3[CH:29]=[CH:28][CH:27]=[C:26]([C:30]([F:33])([F:32])[F:31])[CH:25]=3)[C:11]([CH3:34])=[C:10]2[C:35](N2C=CN=C2)=[O:36])=[CH:5][CH:4]=1)#[N:2].[OH:42][CH2:43][CH2:44][N:45]1[CH2:49][CH2:48][CH2:47][C:46]1=[O:50], predict the reaction product. The product is: [C:19]([O:18][C:16](=[O:17])[CH2:15][N:14]1[CH:9]([C:6]2[CH:5]=[CH:4][C:3]([C:1]#[N:2])=[CH:8][CH:7]=2)[C:10]([C:35]([O:42][CH2:43][CH2:44][N:45]2[CH2:49][CH2:48][CH2:47][C:46]2=[O:50])=[O:36])=[C:11]([CH3:34])[N:12]([C:24]2[CH:29]=[CH:28][CH:27]=[C:26]([C:30]([F:31])([F:33])[F:32])[CH:25]=2)[C:13]1=[O:23])([CH3:22])([CH3:20])[CH3:21].